From a dataset of Reaction yield outcomes from USPTO patents with 853,638 reactions. Predict the reaction yield, written as a fraction of the theoretical maximum amount of product (1.0 means a 100% yield; for example, 0.34 means a 34% yield). (1) The product is [CH3:16][S:15][C:12]1[CH:13]=[CH:14][C:9]([N:8]2[C:1]([C:2]3[CH:3]=[CH:4][CH:5]=[CH:6][CH:7]=3)=[CH:29][N:28]=[CH:27]2)=[N:10][CH:11]=1. The yield is 0.500. The reactants are [CH:1](=[N:8][C:9]1[CH:14]=[CH:13][C:12]([S:15][CH3:16])=[CH:11][N:10]=1)[C:2]1[CH:7]=[CH:6][CH:5]=[CH:4][CH:3]=1.S([CH2:27][N+:28]#[C-:29])(C1C=CC(C)=CC=1)(=O)=O.C(=O)([O-])[O-].[K+].[K+].CO. The catalyst is O.C(COC)OC. (2) The reactants are [Br:1][C:2]1[CH:3]=[C:4]2[C:8](=[CH:9][CH:10]=1)[N:7]([CH2:11][C:12]1[CH:17]=[CH:16][CH:15]=[CH:14][N:13]=1)[C:6](=[O:18])[C:5]2(O)[C:19]1[C:28]([OH:29])=[CH:27][C:22]2[O:23][CH2:24][CH2:25][O:26][C:21]=2[CH:20]=1.FC(F)(F)C(O)=O. The catalyst is C([SiH](CC)CC)C. The product is [Br:1][C:2]1[CH:3]=[C:4]2[C:8](=[CH:9][CH:10]=1)[N:7]([CH2:11][C:12]1[CH:17]=[CH:16][CH:15]=[CH:14][N:13]=1)[C:6](=[O:18])[CH:5]2[C:19]1[C:28]([OH:29])=[CH:27][C:22]2[O:23][CH2:24][CH2:25][O:26][C:21]=2[CH:20]=1. The yield is 1.00. (3) The reactants are C(O[CH2:5][C:6]1[CH:11]=[C:10]([C:12]([O:14][CH3:15])=[O:13])[CH:9]=[CH:8][C:7]=1[C:16]1[CH:21]=[CH:20][CH:19]=[CH:18][C:17]=1[CH3:22])(=O)C.C[CH2:24][N:25](C(C)C)[CH:26](C)C.CS(Cl)(=O)=O.CNC. The catalyst is C(Cl)Cl. The product is [CH3:24][N:25]([CH2:5][C:6]1[CH:11]=[C:10]([C:12]([O:14][CH3:15])=[O:13])[CH:9]=[CH:8][C:7]=1[C:16]1[CH:21]=[CH:20][CH:19]=[CH:18][C:17]=1[CH3:22])[CH3:26]. The yield is 0.860. (4) The reactants are [O:1]=[C:2]1[C:10]2[C:5](=[CH:6][CH:7]=[CH:8][CH:9]=2)[C:4](=[S:11])[N:3]1[CH:12]([CH2:17][CH2:18][C:19]([O:21]C)=[O:20])[C:13]([O:15]C)=[O:14].CC([O-])=O.Cl. The catalyst is C(OCC)(=O)C. The product is [O:1]=[C:2]1[C:10]2[C:5](=[CH:6][CH:7]=[CH:8][CH:9]=2)[C:4](=[S:11])[N:3]1[CH:12]([CH2:17][CH2:18][C:19]([OH:21])=[O:20])[C:13]([OH:15])=[O:14]. The yield is 0.790.